Dataset: Full USPTO retrosynthesis dataset with 1.9M reactions from patents (1976-2016). Task: Predict the reactants needed to synthesize the given product. (1) Given the product [CH2:20]([CH:22]([CH2:26][CH3:27])[CH2:23][CH2:24][NH:25][CH2:18][C:16]1[CH:15]=[CH:14][C:3]([O:4][C:5]2[CH:6]=[CH:7][C:8]([C:11]([NH2:13])=[O:12])=[N:9][CH:10]=2)=[C:2]([F:1])[CH:17]=1)[CH3:21], predict the reactants needed to synthesize it. The reactants are: [F:1][C:2]1[CH:17]=[C:16]([CH:18]=O)[CH:15]=[CH:14][C:3]=1[O:4][C:5]1[CH:6]=[CH:7][C:8]([C:11]([NH2:13])=[O:12])=[N:9][CH:10]=1.[CH2:20]([CH:22]([CH2:26][CH3:27])[CH2:23][CH2:24][NH2:25])[CH3:21].[BH4-].[Na+]. (2) Given the product [C:17]([C:21]1[CH:26]=[CH:25][C:24]2[NH:27][C:10]([C@@H:9]3[CH2:13][C@@H:14]([F:16])[CH2:15][NH:8]3)=[N:28][C:23]=2[CH:22]=1)([CH3:20])([CH3:18])[CH3:19], predict the reactants needed to synthesize it. The reactants are: C([N:8]1[CH2:15][C@H:14]([F:16])[CH2:13][C@H:9]1[C:10](O)=O)(OC(C)(C)C)=O.[C:17]([C:21]1[CH:26]=[CH:25][C:24]([NH2:27])=[C:23]([NH2:28])[CH:22]=1)([CH3:20])([CH3:19])[CH3:18]. (3) The reactants are: [OH:1][CH:2]1[C:11]2[C:6](=[CH:7][CH:8]=[CH:9][CH:10]=2)[S:5][C:4]2([CH2:16][CH2:15][N:14]([C:17]([C:19]3[CH:24]=[CH:23][C:22]([O:25][CH:26]([CH3:28])[CH3:27])=[C:21]([O:29][CH3:30])[CH:20]=3)=[O:18])[CH2:13][CH2:12]2)[CH2:3]1.[CH3:31]N(C=O)C.[H-].[Na+].CI. Given the product [CH:26]([O:25][C:22]1[CH:23]=[CH:24][C:19]([C:17]([N:14]2[CH2:15][CH2:16][C:4]3([CH2:3][CH:2]([O:1][CH3:31])[C:11]4[C:6](=[CH:7][CH:8]=[CH:9][CH:10]=4)[S:5]3)[CH2:12][CH2:13]2)=[O:18])=[CH:20][C:21]=1[O:29][CH3:30])([CH3:27])[CH3:28], predict the reactants needed to synthesize it. (4) Given the product [F:1][C:2]1[CH:7]=[C:6]([N+:8]([O-:10])=[O:9])[CH:5]=[CH:4][C:3]=1[CH2:11][CH2:12][OH:13], predict the reactants needed to synthesize it. The reactants are: [F:1][C:2]1[CH:7]=[C:6]([N+:8]([O-:10])=[O:9])[CH:5]=[CH:4][C:3]=1[CH2:11][C:12](OCC)=[O:13].[BH4-].[Na+].